Dataset: Full USPTO retrosynthesis dataset with 1.9M reactions from patents (1976-2016). Task: Predict the reactants needed to synthesize the given product. (1) The reactants are: Br[C:2]1[CH:28]=[CH:27][C:5]2[C:6]3[C:10]([CH2:11][CH2:12][O:13][C:4]=2[CH:3]=1)=[CH:9][N:8]([C:14]1[N:15]([C:19]2[CH:24]=[CH:23][C:22]([F:25])=[CH:21][C:20]=2[F:26])[N:16]=[CH:17][N:18]=1)[N:7]=3.ClC1N(C2C=CC(F)=CC=2F)N=CN=1.[Br:43]C1C=CC2OCCC3C(=NNC=3)C=2C=1.C(OCC)(=O)C. Given the product [Br:43][C:28]1[CH:2]=[CH:3][C:4]2[O:13][CH2:12][CH2:11][C:10]3[C:6](=[N:7][N:8]([C:14]4[N:15]([C:19]5[CH:24]=[CH:23][C:22]([F:25])=[CH:21][C:20]=5[F:26])[N:16]=[CH:17][N:18]=4)[CH:9]=3)[C:5]=2[CH:27]=1, predict the reactants needed to synthesize it. (2) Given the product [C:9]([C:5]1[C:4]([C:1](=[O:3])[CH3:2])=[C:12]([CH3:13])[N:19]([C:18]2[CH:20]=[CH:21][C:22]([O:24][CH3:25])=[CH:23][C:17]=2[O:16][CH3:15])[C:6]=1[CH3:7])(=[O:11])[CH3:10], predict the reactants needed to synthesize it. The reactants are: [C:1]([CH:4]([C:12](=O)[CH3:13])[CH:5]([C:9](=[O:11])[CH3:10])[C:6](=O)[CH3:7])(=[O:3])[CH3:2].[CH3:15][O:16][C:17]1[CH:23]=[C:22]([O:24][CH3:25])[CH:21]=[CH:20][C:18]=1[NH2:19].